From a dataset of Catalyst prediction with 721,799 reactions and 888 catalyst types from USPTO. Predict which catalyst facilitates the given reaction. Reactant: [CH3:1][NH:2][CH2:3][CH2:4][CH2:5][C:6]([OH:8])=O.O.[C:10]1([CH3:20])[CH:15]=[CH:14][C:13]([S:16]([OH:19])(=[O:18])=[O:17])=[CH:12][CH:11]=1.C(O)CCCCC. Product: [CH3:1][NH:2][CH2:3][CH2:4][CH2:5][C:6](=[O:8])[CH2:14][CH2:15][CH2:10][CH2:11][CH2:12][CH3:13].[S:16]([C:13]1[CH:14]=[CH:15][C:10]([CH3:20])=[CH:11][CH:12]=1)([O-:19])(=[O:18])=[O:17]. The catalyst class is: 345.